From a dataset of Full USPTO retrosynthesis dataset with 1.9M reactions from patents (1976-2016). Predict the reactants needed to synthesize the given product. Given the product [NH2:9][C:3]1[N:4]=[CH:5][N:6]=[C:7]([NH:10][CH2:11][C:12]2([NH:17][C:18](=[O:24])[CH:41]=[CH2:42])[CH2:13][CH2:14][CH2:15][CH2:16]2)[C:2]=1[C:29]1[CH:30]=[CH:31][C:26]([O:25][C:32]2[CH:37]=[CH:36][CH:35]=[CH:34][CH:33]=2)=[CH:27][CH:28]=1, predict the reactants needed to synthesize it. The reactants are: Cl[C:2]1[C:3]([NH2:9])=[N:4][CH:5]=[N:6][C:7]=1Cl.[NH2:10][CH2:11][C:12]1([NH:17][C:18](=[O:24])OC(C)(C)C)[CH2:16][CH2:15][CH2:14][CH2:13]1.[O:25]([C:32]1[CH:37]=[CH:36][C:35](B(O)O)=[CH:34][CH:33]=1)[C:26]1[CH:31]=[CH:30][CH:29]=[CH:28][CH:27]=1.[C:41](Cl)(=O)[CH:42]=C.